Dataset: Forward reaction prediction with 1.9M reactions from USPTO patents (1976-2016). Task: Predict the product of the given reaction. Given the reactants [Cl:1][C:2]1[CH:3]=[CH:4][C:5]2[C:15](=[C:16]3[CH2:21][CH2:20][N:19]([C:22]([CH:24]([C:31]4[CH:36]=[CH:35][CH:34]=[CH:33][CH:32]=4)[CH2:25]OS(C)(=O)=O)=[O:23])[CH2:18][CH2:17]3)[C:10]3=[N:11][CH:12]=[CH:13][CH:14]=[C:9]3[CH2:8][CH2:7][C:6]=2[CH:37]=1.[C:38]([O-:41])(=[S:40])[CH3:39].[Cs+], predict the reaction product. The product is: [Cl:1][C:2]1[CH:3]=[CH:4][C:5]2[C:15](=[C:16]3[CH2:21][CH2:20][N:19]([C:22]([CH:24]([C:31]4[CH:32]=[CH:33][CH:34]=[CH:35][CH:36]=4)[CH2:25][S:40][C:38](=[O:41])[CH3:39])=[O:23])[CH2:18][CH2:17]3)[C:10]3=[N:11][CH:12]=[CH:13][CH:14]=[C:9]3[CH2:8][CH2:7][C:6]=2[CH:37]=1.